The task is: Predict the reaction yield, written as a fraction of the theoretical maximum amount of product (1.0 means a 100% yield; for example, 0.34 means a 34% yield).. This data is from Reaction yield outcomes from USPTO patents with 853,638 reactions. The reactants are [Cl:1][C:2]([F:13])([F:12])[C:3]1[CH:8]=[CH:7][C:6]([CH:9](Cl)[CH3:10])=[CH:5][N:4]=1.[CH3:14][S-:15].[Na+]. The catalyst is C(O)C. The product is [Cl:1][C:2]([F:13])([F:12])[C:3]1[CH:8]=[CH:7][C:6]([CH:9]([S:15][CH3:14])[CH3:10])=[CH:5][N:4]=1. The yield is 0.400.